Predict which catalyst facilitates the given reaction. From a dataset of Catalyst prediction with 721,799 reactions and 888 catalyst types from USPTO. (1) Reactant: [H-].[Na+].[CH3:3][C:4]1[N:8]2[C:9]3[CH:15]=[C:14]([CH3:16])[NH:13][C:10]=3[CH:11]=[CH:12][C:7]2=[N:6][N:5]=1.Br.Br[CH2:19][C:20]1[CH:21]=[N:22][CH:23]=[CH:24][CH:25]=1. Product: [CH3:3][C:4]1[N:8]2[C:9]3[CH:15]=[C:14]([CH3:16])[N:13]([CH2:19][C:20]4[CH:21]=[N:22][CH:23]=[CH:24][CH:25]=4)[C:10]=3[CH:11]=[CH:12][C:7]2=[N:6][N:5]=1. The catalyst class is: 3. (2) Reactant: [CH:1]([N:14]1[CH2:19][CH2:18][NH:17][C@@H:16]([CH3:20])[CH2:15]1)([C:8]1[CH:13]=[CH:12][CH:11]=[CH:10][CH:9]=1)[C:2]1[CH:7]=[CH:6][CH:5]=[CH:4][CH:3]=1.Br[CH2:22][C:23]([O:25][C:26]([CH3:29])([CH3:28])[CH3:27])=[O:24].[CH2:30](N(CC)CC)C. The catalyst class is: 23. Product: [CH:1]([N:14]1[CH2:15][CH2:16][N:17]([CH2:22][C:23]([O:25][C:26]([CH3:29])([CH3:28])[CH3:27])=[O:24])[CH2:18][C@@H:19]1[CH3:30])([C:8]1[CH:13]=[CH:12][CH:11]=[CH:10][CH:9]=1)[C:2]1[CH:7]=[CH:6][CH:5]=[CH:4][CH:3]=1.[CH:1]([N:14]1[CH2:19][CH2:18][N:17]([CH2:22][C:23]([O:25][C:26]([CH3:29])([CH3:28])[CH3:27])=[O:24])[C@@H:16]([CH3:20])[CH2:15]1)([C:8]1[CH:13]=[CH:12][CH:11]=[CH:10][CH:9]=1)[C:2]1[CH:3]=[CH:4][CH:5]=[CH:6][CH:7]=1. (3) Reactant: C([O:3][CH:4]=[C:5]([C:11]([O:13][CH2:14][CH3:15])=[O:12])[C:6](OCC)=O)C.[NH2:16][NH2:17].[OH-].[Na+]. Product: [OH:3][C:4]1[C:5]([C:11]([O:13][CH2:14][CH3:15])=[O:12])=[CH:6][NH:17][N:16]=1. The catalyst class is: 14. (4) Reactant: [CH3:1][S:2]([OH:5])(=[O:4])=[O:3].[Si]([O:13][CH2:14][CH2:15][N:16]([C:42]#[N:43])[C:17]1[CH:22]=[CH:21][C:20]([NH:23][C:24]([C:26]2[C:31]([C:32]([NH:34][C:35]3[CH:40]=[CH:39][C:38]([Cl:41])=[CH:37][N:36]=3)=[O:33])=[N:30][CH:29]=[CH:28][N:27]=2)=[O:25])=[CH:19][CH:18]=1)(C(C)(C)C)(C)C. Product: [CH3:1][S:2]([OH:5])(=[O:4])=[O:3].[Cl:41][C:38]1[CH:39]=[CH:40][C:35]([NH:34][C:32]([C:31]2[C:26]([C:24]([NH:23][C:20]3[CH:21]=[CH:22][C:17]([N:16]4[CH2:15][CH2:14][O:13][C:42]4=[NH:43])=[CH:18][CH:19]=3)=[O:25])=[N:27][CH:28]=[CH:29][N:30]=2)=[O:33])=[N:36][CH:37]=1. The catalyst class is: 10. (5) Product: [C:1]1([C:7]2[S:11][C:10]([S:12]([N:15]3[CH2:16][CH2:17][N:18]([C:23](=[O:34])[CH2:24][N:25]4[CH:33]=[C:31]([CH3:32])[C:29](=[O:30])[NH:28][C:26]4=[O:27])[CH2:19][C:20]3=[O:22])(=[O:14])=[O:13])=[N:9][N:8]=2)[CH:6]=[CH:5][CH:4]=[CH:3][CH:2]=1. Reactant: [C:1]1([C:7]2[S:11][C:10]([S:12]([NH:15][CH2:16][CH2:17][N:18]([C:23](=[O:34])[CH2:24][N:25]3[CH:33]=[C:31]([CH3:32])[C:29](=[O:30])[NH:28][C:26]3=[O:27])[CH2:19][C:20]([OH:22])=O)(=[O:14])=[O:13])=[N:9][N:8]=2)[CH:6]=[CH:5][CH:4]=[CH:3][CH:2]=1.CN1CCOCC1.ClC(OCC(C)C)=O. The catalyst class is: 7. (6) Reactant: C([O:8][CH2:9][C@@H:10]1[O:15][C@H:14]([CH2:16][CH3:17])[CH2:13][NH:12][CH2:11]1)C1C=CC=CC=1. Product: [CH2:16]([C@@H:14]1[CH2:13][NH:12][CH2:11][C@H:10]([CH2:9][OH:8])[O:15]1)[CH3:17]. The catalyst class is: 105. (7) Reactant: C[O:2][C:3](=O)[CH2:4][CH2:5][CH2:6][CH2:7][CH:8]=[C:9]1[CH2:14][CH2:13][CH2:12][CH2:11][CH2:10]1.CC(C[AlH]CC(C)C)C. The catalyst class is: 11. Product: [C:9]1(=[CH:8][CH2:7][CH2:6][CH2:5][CH2:4][CH2:3][OH:2])[CH2:14][CH2:13][CH2:12][CH2:11][CH2:10]1.